Dataset: Catalyst prediction with 721,799 reactions and 888 catalyst types from USPTO. Task: Predict which catalyst facilitates the given reaction. (1) Reactant: [F:1][C:2]1[CH:10]=[CH:9][C:5]([C:6]([OH:8])=O)=[CH:4][C:3]=1[N+:11]([O-:13])=[O:12].CN(C(ON1N=NC2C=CC=NC1=2)=[N+](C)C)C.F[P-](F)(F)(F)(F)F.C(Cl)CCl.CCN(C(C)C)C(C)C.[CH3:51][O:52][CH2:53][CH2:54][NH2:55]. Product: [F:1][C:2]1[CH:10]=[CH:9][C:5]([C:6]([NH:55][CH2:54][CH2:53][O:52][CH3:51])=[O:8])=[CH:4][C:3]=1[N+:11]([O-:13])=[O:12]. The catalyst class is: 4. (2) Reactant: O[CH2:2][C:3]1[CH:8]=[C:7]([O:9][CH2:10][CH2:11][CH2:12][CH2:13][CH3:14])[C:6]([OH:15])=[C:5]([O:16][CH2:17][CH2:18][CH2:19][CH2:20][CH3:21])[CH:4]=1.[F:22][C:23]1[CH:28]=[CH:27][C:26]([C:29](=[O:37])[CH2:30][N:31]2[CH2:36][CH2:35][NH:34][CH2:33][CH2:32]2)=[CH:25][CH:24]=1.C1C=CC(P(C2C=CC=CC=2)C2C=CC=CC=2)=CC=1.N(C(OCC)=O)=NC(OCC)=O. Product: [F:22][C:23]1[CH:28]=[CH:27][C:26]([C:29](=[O:37])[CH2:30][N:31]2[CH2:32][CH2:33][N:34]([CH2:2][C:3]3[CH:8]=[C:7]([O:9][CH2:10][CH2:11][CH2:12][CH2:13][CH3:14])[C:6]([OH:15])=[C:5]([O:16][CH2:17][CH2:18][CH2:19][CH2:20][CH3:21])[CH:4]=3)[CH2:35][CH2:36]2)=[CH:25][CH:24]=1. The catalyst class is: 90. (3) Reactant: [CH2:1]([N:3]1[C:12]2[C:7](=[CH:8][C:9]([C:13]3[CH:14]=[N:15][C:16]([NH:28][C:29](=[O:33])[NH:30][CH2:31][CH3:32])=[CH:17][C:18]=3[C:19]3[S:20][CH:21]=[C:22]([C:24]([F:27])([F:26])[F:25])[N:23]=3)=[CH:10][N:11]=2)[C:6](=[O:34])[C:5]([C:35]([O:37][CH2:38][CH2:39][CH2:40][O:41][P:42]([O:52]CC2C=CC=CC=2)([O:44]CC2C=CC=CC=2)=[O:43])=[O:36])=[CH:4]1)[CH3:2].C[Si](Br)(C)C.O. Product: [CH2:1]([N:3]1[C:12]2[C:7](=[CH:8][C:9]([C:13]3[CH:14]=[N:15][C:16]([NH:28][C:29](=[O:33])[NH:30][CH2:31][CH3:32])=[CH:17][C:18]=3[C:19]3[S:20][CH:21]=[C:22]([C:24]([F:27])([F:26])[F:25])[N:23]=3)=[CH:10][N:11]=2)[C:6](=[O:34])[C:5]([C:35]([O:37][CH2:38][CH2:39][CH2:40][O:41][P:42]([OH:44])([OH:52])=[O:43])=[O:36])=[CH:4]1)[CH3:2]. The catalyst class is: 98.